The task is: Predict the product of the given reaction.. This data is from Forward reaction prediction with 1.9M reactions from USPTO patents (1976-2016). (1) Given the reactants Br[C:2]1[CH:3]=[C:4]([CH:27]=[CH:28][N:29]=1)[C:5]([NH:7][C:8]1[CH:9]=[CH:10][C:11]([CH3:26])=[C:12]([NH:14][C:15]([C:17]2[S:25][C:20]3=[N:21][CH:22]=[CH:23][N:24]=[C:19]3[CH:18]=2)=[O:16])[CH:13]=1)=[O:6].Cl.[CH3:31][NH:32][CH3:33], predict the reaction product. The product is: [CH3:31][N:32]([CH3:33])[C:2]1[CH:3]=[C:4]([CH:27]=[CH:28][N:29]=1)[C:5]([NH:7][C:8]1[CH:9]=[CH:10][C:11]([CH3:26])=[C:12]([NH:14][C:15]([C:17]2[S:25][C:20]3=[N:21][CH:22]=[CH:23][N:24]=[C:19]3[CH:18]=2)=[O:16])[CH:13]=1)=[O:6]. (2) Given the reactants [C:1](Cl)(=[O:3])[CH3:2].[C:5]([C:7]1[CH:8]=[C:9]([CH:33]=[CH:34][C:35]=1[OH:36])[C:10]([NH:12][NH:13][C:14]([C:16]1[O:17][CH:18]=[C:19]([C:27]2[CH:32]=[CH:31][CH:30]=[CH:29][CH:28]=2)[C:20]=1[C:21]1[CH:26]=[CH:25][CH:24]=[CH:23][CH:22]=1)=[O:15])=[O:11])#[N:6].C(N(CC)CC)C.ClCCl, predict the reaction product. The product is: [C:1]([O:36][C:35]1[CH:34]=[CH:33][C:9]([C:10]([NH:12][NH:13][C:14]([C:16]2[O:17][CH:18]=[C:19]([C:27]3[CH:28]=[CH:29][CH:30]=[CH:31][CH:32]=3)[C:20]=2[C:21]2[CH:26]=[CH:25][CH:24]=[CH:23][CH:22]=2)=[O:15])=[O:11])=[CH:8][C:7]=1[C:5]#[N:6])(=[O:3])[CH3:2]. (3) The product is: [Cl:21][C:22]1[CH:27]=[CH:26][C:25]([C:2]2[C:7]3=[N:8][C:9]([C:12]([NH:14][CH:15]([C:17]([OH:20])([CH3:19])[CH3:18])[CH3:16])=[O:13])=[CH:10][N:11]=[C:6]3[CH:5]=[N:4][CH:3]=2)=[CH:24][CH:23]=1. Given the reactants Br[C:2]1[C:7]2=[N:8][C:9]([C:12]([NH:14][CH:15]([C:17]([OH:20])([CH3:19])[CH3:18])[CH3:16])=[O:13])=[CH:10][N:11]=[C:6]2[CH:5]=[N:4][CH:3]=1.[Cl:21][C:22]1[CH:27]=[CH:26][C:25](B(O)O)=[CH:24][CH:23]=1.C(=O)([O-])[O-].[Cs+].[Cs+].O1CCOCC1, predict the reaction product. (4) Given the reactants [C:1]1([CH:7]2[CH2:12][N:11](C(OC(C)(C)C)=O)[CH2:10][CH2:9][N:8]2[C:20]([O:22][CH2:23][C:24]2[CH:29]=[CH:28][CH:27]=[CH:26][CH:25]=2)=[O:21])[CH:6]=[CH:5][CH:4]=[CH:3][CH:2]=1.FC(F)(F)C(O)=O, predict the reaction product. The product is: [C:1]1([CH:7]2[CH2:12][NH:11][CH2:10][CH2:9][N:8]2[C:20]([O:22][CH2:23][C:24]2[CH:25]=[CH:26][CH:27]=[CH:28][CH:29]=2)=[O:21])[CH:2]=[CH:3][CH:4]=[CH:5][CH:6]=1. (5) Given the reactants Cl.[Cl:2][C:3]1[CH:8]=[CH:7][CH:6]=[CH:5][C:4]=1[N:9]1[CH2:14][CH2:13][NH:12][CH2:11][C:10]1=[O:15].CN(C)CCCN=C=NCC.[Cl:27][C:28]1[CH:36]=[C:35]([Cl:37])[CH:34]=[CH:33][C:29]=1[C:30](O)=[O:31].C(O)(=O)CC(CC(O)=O)(C(O)=O)O, predict the reaction product. The product is: [Cl:2][C:3]1[CH:8]=[CH:7][CH:6]=[CH:5][C:4]=1[N:9]1[CH2:14][CH2:13][N:12]([C:30]([C:29]2[CH:33]=[CH:34][C:35]([Cl:37])=[CH:36][C:28]=2[Cl:27])=[O:31])[CH2:11][C:10]1=[O:15]. (6) The product is: [CH3:8][C:9]1([CH3:33])[CH2:18][CH2:17][C:16]([CH3:19])([CH3:20])[C:15]2[CH:14]=[C:13]([C:21]3[N:22]=[C:23]([N:26]4[CH2:31][CH2:30][CH:29]([NH:1][CH2:2][CH2:3][C@@H:4]([OH:7])[CH2:5][OH:6])[CH2:28][CH2:27]4)[S:24][CH:25]=3)[CH:12]=[CH:11][C:10]1=2. Given the reactants [NH2:1][CH2:2][CH2:3][C@@H:4]([OH:7])[CH2:5][OH:6].[CH3:8][C:9]1([CH3:33])[CH2:18][CH2:17][C:16]([CH3:20])([CH3:19])[C:15]2[CH:14]=[C:13]([C:21]3[N:22]=[C:23]([N:26]4[CH2:31][CH2:30][C:29](=O)[CH2:28][CH2:27]4)[S:24][CH:25]=3)[CH:12]=[CH:11][C:10]1=2.Cl, predict the reaction product.